Dataset: Full USPTO retrosynthesis dataset with 1.9M reactions from patents (1976-2016). Task: Predict the reactants needed to synthesize the given product. (1) Given the product [F:28][C:2]([F:1])([F:27])[S:3]([O:6][C:7]1[CH:16]=[C:15]2[C:10]([C:11](=[O:26])[C:12]([C:17]3[CH:22]=[CH:21][C:20]([NH2:23])=[CH:19][CH:18]=3)=[CH:13][O:14]2)=[CH:9][CH:8]=1)(=[O:5])=[O:4], predict the reactants needed to synthesize it. The reactants are: [F:1][C:2]([F:28])([F:27])[S:3]([O:6][C:7]1[CH:16]=[C:15]2[C:10]([C:11](=[O:26])[C:12]([C:17]3[CH:22]=[CH:21][C:20]([N+:23]([O-])=O)=[CH:19][CH:18]=3)=[CH:13][O:14]2)=[CH:9][CH:8]=1)(=[O:5])=[O:4].S(S([O-])=O)([O-])=O.[Na+].[Na+]. (2) Given the product [F:29][C:23]1[C:24]([F:28])=[CH:25][CH:26]=[CH:27][C:22]=1[CH2:21][S:20][C:14]1[N:13]=[C:12]([NH:10][S:7]([C:5]2[N:4]=[CH:3][N:2]([CH3:1])[CH:6]=2)(=[O:9])=[O:8])[CH:17]=[C:16]([O:18][CH3:19])[N:15]=1, predict the reactants needed to synthesize it. The reactants are: [CH3:1][N:2]1[CH:6]=[C:5]([S:7]([NH2:10])(=[O:9])=[O:8])[N:4]=[CH:3]1.Cl[C:12]1[CH:17]=[C:16]([O:18][CH3:19])[N:15]=[C:14]([S:20][CH2:21][C:22]2[CH:27]=[CH:26][CH:25]=[C:24]([F:28])[C:23]=2[F:29])[N:13]=1. (3) Given the product [C:28]([N:32]([CH3:33])[C:16]([C:15]1[C:11]2[CH2:10][O:9][C:7]3[CH:8]=[C:3]([O:2][CH3:1])[C:4]([CH:24]=[C:25]([CH3:26])[CH3:27])=[CH:5][C:6]=3[C:12]=2[N:13]([C:19]2[S:20][CH:21]=[CH:22][N:23]=2)[N:14]=1)=[O:17])([CH3:31])([CH3:30])[CH3:29], predict the reactants needed to synthesize it. The reactants are: [CH3:1][O:2][C:3]1[C:4]([CH:24]=[C:25]([CH3:27])[CH3:26])=[CH:5][C:6]2[C:12]3[N:13]([C:19]4[S:20][CH:21]=[CH:22][N:23]=4)[N:14]=[C:15]([C:16](O)=[O:17])[C:11]=3[CH2:10][O:9][C:7]=2[CH:8]=1.[C:28]([NH:32][CH3:33])([CH3:31])([CH3:30])[CH3:29].CN(C(ON1N=NC2C=CC=NC1=2)=[N+](C)C)C.F[P-](F)(F)(F)(F)F.C(N(C(C)C)CC)(C)C. (4) Given the product [CH3:2][CH:3]([O:4][C:3]([CH2:5][OH:6])=[O:4])[C:5]([OH:6])=[O:7], predict the reactants needed to synthesize it. The reactants are: O[CH2:2][CH:3]([CH2:5][OH:6])[OH:4].[OH2:7]. (5) Given the product [F:6][C:7]([F:22])([F:23])[C:8]1[CH:9]=[C:10]([CH2:18][C:19]([O:21][CH3:24])=[O:20])[CH:11]=[C:12]([C:14]([F:16])([F:17])[F:15])[CH:13]=1, predict the reactants needed to synthesize it. The reactants are: S(=O)(=O)(O)O.[F:6][C:7]([F:23])([F:22])[C:8]1[CH:9]=[C:10]([CH2:18][C:19]([OH:21])=[O:20])[CH:11]=[C:12]([C:14]([F:17])([F:16])[F:15])[CH:13]=1.[CH3:24]O.